This data is from Reaction yield outcomes from USPTO patents with 853,638 reactions. The task is: Predict the reaction yield, written as a fraction of the theoretical maximum amount of product (1.0 means a 100% yield; for example, 0.34 means a 34% yield). (1) The reactants are [Br:1][C:2]1[CH:11]=[CH:10][C:5]([C:6]([O:8][CH3:9])=[O:7])=[C:4]([CH3:12])[C:3]=1[OH:13].[C:14](=O)([O-])[O-].[Cs+].[Cs+].IC. The catalyst is CN(C)C=O.C(OCC)(=O)C. The product is [Br:1][C:2]1[CH:11]=[CH:10][C:5]([C:6]([O:8][CH3:9])=[O:7])=[C:4]([CH3:12])[C:3]=1[O:13][CH3:14]. The yield is 0.710. (2) The reactants are [C:1]([C:3]1[C:8]([F:9])=[CH:7][CH:6]=[CH:5][N:4]=1)#[N:2].[ClH:10]. The catalyst is C(O)C.[Pd]. The product is [ClH:10].[ClH:10].[NH2:2][CH2:1][C:3]1[C:8]([F:9])=[CH:7][CH:6]=[CH:5][N:4]=1. The yield is 0.900. (3) The catalyst is O1CCCC1. The yield is 0.450. The reactants are [F:1][C:2]([F:18])([F:17])[C:3]1[CH:8]=[CH:7][C:6]([C:9]2[CH:14]=[CH:13][C:12]([CH:15]=[O:16])=[CH:11][CH:10]=2)=[CH:5][CH:4]=1.[CH2:19]([Mg]Br)[CH:20]([CH3:22])[CH3:21]. The product is [CH3:19][CH:20]([CH3:22])[CH2:21][CH:15]([C:12]1[CH:13]=[CH:14][C:9]([C:6]2[CH:5]=[CH:4][C:3]([C:2]([F:17])([F:18])[F:1])=[CH:8][CH:7]=2)=[CH:10][CH:11]=1)[OH:16]. (4) The catalyst is N.CO. The yield is 0.440. The product is [NH2:26][C:5]1[S:4][C@:3]2([C:1]#[N:2])[C@H:8]([C@:7]([C:11]3[CH:16]=[C:15]([NH2:17])[CH:14]=[C:13]([F:24])[C:12]=3[F:25])([CH3:10])[N:6]=1)[CH2:9]2. The reactants are [C:1]([C@:3]12[CH2:9][C@H:8]1[C@:7]([C:11]1[CH:16]=[C:15]([NH:17]C(=O)C(F)(F)F)[CH:14]=[C:13]([F:24])[C:12]=1[F:25])([CH3:10])[N:6]=[C:5]([NH:26]C(=O)C(F)(F)F)[S:4]2)#[N:2]. (5) The reactants are [F:1][C:2]([F:21])([F:20])[C:3]1[CH:4]=[C:5]([S:9]([N:12]2[CH2:17][CH2:16][CH:15]([O:18][NH2:19])[CH2:14][CH2:13]2)(=[O:11])=[O:10])[CH:6]=[CH:7][CH:8]=1.ON1C2C=CC=CC=2N=N1.[Cl:32][C:33]1[CH:41]=[CH:40][C:36]([C:37](O)=[O:38])=[CH:35][CH:34]=1.C(N(CC)C(C)C)(C)C. The catalyst is CN(C)C=O. The product is [Cl:32][C:33]1[CH:41]=[CH:40][C:36]([C:37]([NH:19][O:18][CH:15]2[CH2:14][CH2:13][N:12]([S:9]([C:5]3[CH:6]=[CH:7][CH:8]=[C:3]([C:2]([F:1])([F:20])[F:21])[CH:4]=3)(=[O:11])=[O:10])[CH2:17][CH2:16]2)=[O:38])=[CH:35][CH:34]=1. The yield is 0.620. (6) The reactants are [C:1]([CH2:4][NH:5][C:6]1[CH:11]=[CH:10][C:9]([C:12]([C:14]2[CH:22]=[CH:21][CH:20]=[CH:19][C:15]=2[C:16]([OH:18])=[O:17])=[O:13])=[CH:8][C:7]=1[N+:23]([O-:25])=[O:24])([OH:3])=[O:2].C(=O)([O-])[O-].[K+].[K+].[CH2:32](Br)[C:33]1[CH:38]=[CH:37][CH:36]=[CH:35][CH:34]=1. The catalyst is CN(C)C=O.C(OCC)(=O)C. The product is [N+:23]([C:7]1[CH:8]=[C:9]([C:12]([C:14]2[CH:22]=[CH:21][CH:20]=[CH:19][C:15]=2[C:16]([O:18][CH2:12][C:9]2[CH:10]=[CH:11][CH:6]=[CH:7][CH:8]=2)=[O:17])=[O:13])[CH:10]=[CH:11][C:6]=1[NH:5][CH2:4][C:1](=[O:3])[O:2][CH2:32][C:33]1[CH:38]=[CH:37][CH:36]=[CH:35][CH:34]=1)([O-:25])=[O:24]. The yield is 0.820.